From a dataset of Catalyst prediction with 721,799 reactions and 888 catalyst types from USPTO. Predict which catalyst facilitates the given reaction. (1) Reactant: [CH2:1]([N:4]([C:10]([O:12][CH2:13][C:14]1[CH:19]=[CH:18][CH:17]=[CH:16][CH:15]=1)=[O:11])[CH2:5][CH2:6][C:7]([OH:9])=O)[CH:2]=[CH2:3].CCN(C(C)C)C(C)C.CN(C(ON1N=NC2C=CC=NC1=2)=[N+](C)C)C.F[P-](F)(F)(F)(F)F.[CH2:53]([C@@H:60]1[CH2:64][O:63][C:62](=[O:65])[NH:61]1)[C:54]1[CH:59]=[CH:58][CH:57]=[CH:56][CH:55]=1. Product: [CH2:1]([N:4]([CH2:5][CH2:6][C:7]([N:61]1[C@H:60]([CH2:53][C:54]2[CH:59]=[CH:58][CH:57]=[CH:56][CH:55]=2)[CH2:64][O:63][C:62]1=[O:65])=[O:9])[C:10](=[O:11])[O:12][CH2:13][C:14]1[CH:19]=[CH:18][CH:17]=[CH:16][CH:15]=1)[CH:2]=[CH2:3]. The catalyst class is: 2. (2) Reactant: FC(F)(F)C(O)=O.[Cl:8][C:9]1[CH:14]=[CH:13][CH:12]=[CH:11][C:10]=1[N:15]1[CH:19]([C:20]2[CH:25]=[CH:24][C:23]([C:26]3[CH2:27][CH2:28][NH:29][CH2:30][CH:31]=3)=[CH:22][CH:21]=2)[CH2:18][C:17]([C:32]([F:38])([F:37])[C:33]([F:36])([F:35])[F:34])=[N:16]1.C(N(CC)CC)C.[CH3:46][S:47](Cl)(=[O:49])=[O:48].O. Product: [Cl:8][C:9]1[CH:14]=[CH:13][CH:12]=[CH:11][C:10]=1[N:15]1[CH:19]([C:20]2[CH:21]=[CH:22][C:23]([C:26]3[CH2:27][CH2:28][N:29]([S:47]([CH3:46])(=[O:49])=[O:48])[CH2:30][CH:31]=3)=[CH:24][CH:25]=2)[CH2:18][C:17]([C:32]([F:38])([F:37])[C:33]([F:34])([F:35])[F:36])=[N:16]1. The catalyst class is: 4. (3) Reactant: [F:1][C:2]1[CH:7]=[C:6]([F:8])[CH:5]=[CH:4][C:3]=1/[CH:9]=[CH:10]\[C:11]([O:13]C)=[O:12].[OH-].[Li+]. Product: [F:1][C:2]1[CH:7]=[C:6]([F:8])[CH:5]=[CH:4][C:3]=1/[CH:9]=[CH:10]\[C:11]([OH:13])=[O:12]. The catalyst class is: 7. (4) Reactant: C(OC([N:8]1[CH2:13][CH2:12][CH:11]([N:14]2[CH2:18][CH2:17][C:16]([F:20])([F:19])[CH2:15]2)[CH2:10][CH2:9]1)=O)(C)(C)C.[ClH:21]. Product: [ClH:21].[F:20][C:16]1([F:19])[CH2:17][CH2:18][N:14]([CH:11]2[CH2:10][CH2:9][NH:8][CH2:13][CH2:12]2)[CH2:15]1. The catalyst class is: 12. (5) Product: [CH2:2]([O:1][C:6]1[N:14]=[CH:13][CH:12]=[CH:11][C:7]=1[C:8]([OH:10])=[O:9])[CH3:3]. Reactant: [O-:1][CH2:2][CH3:3].[Na+].Cl[C:6]1[N:14]=[CH:13][CH:12]=[CH:11][C:7]=1[C:8]([OH:10])=[O:9]. The catalyst class is: 8. (6) Reactant: [O:1]=[C:2]([C:14]1[CH:19]=[CH:18][CH:17]=[CH:16][CH:15]=1)[CH:3]=[CH:4][C:5]1[CH:13]=[CH:12][C:8]([C:9]([OH:11])=[O:10])=[CH:7][CH:6]=1. Product: [O:1]=[C:2]([C:14]1[CH:19]=[CH:18][CH:17]=[CH:16][CH:15]=1)[CH2:3][CH2:4][C:5]1[CH:13]=[CH:12][C:8]([C:9]([OH:11])=[O:10])=[CH:7][CH:6]=1. The catalyst class is: 470. (7) Reactant: [CH3:1][O:2][C:3]1[CH:8]=[CH:7][C:6]([C@H:9]2[CH2:13][CH2:12][N:11]([C:14]([O:16][C:17]([CH3:20])([CH3:19])[CH3:18])=[O:15])[C@H:10]2[CH:21]=[O:22])=[CH:5][CH:4]=1.C1CCN2C(=NCCC2)CC1.P([O-])([O-])([O-])=O. Product: [CH:21]([C@@H:10]1[C@@H:9]([C:6]2[CH:7]=[CH:8][C:3]([O:2][CH3:1])=[CH:4][CH:5]=2)[CH2:13][CH2:12][N:11]1[C:14]([O:16][C:17]([CH3:20])([CH3:19])[CH3:18])=[O:15])=[O:22]. The catalyst class is: 4. (8) The catalyst class is: 102. Product: [Cl:25][C:24]1[CH:23]=[CH:22][C:18]([C:19]([OH:21])=[O:20])=[CH:17][C:16]=1[NH:15][C:2]1[CH:3]=[N:4][CH:5]=[C:6]([C:8]2[CH:13]=[CH:12][C:11]([OH:14])=[CH:10][CH:9]=2)[N:7]=1. Reactant: Cl[C:2]1[N:7]=[C:6]([C:8]2[CH:13]=[CH:12][C:11]([OH:14])=[CH:10][CH:9]=2)[CH:5]=[N:4][CH:3]=1.[NH2:15][C:16]1[CH:17]=[C:18]([CH:22]=[CH:23][C:24]=1[Cl:25])[C:19]([OH:21])=[O:20].CC1(C)C2C(=C(P(C3C=CC=CC=3)C3C=CC=CC=3)C=CC=2)OC2C(P(C3C=CC=CC=3)C3C=CC=CC=3)=CC=CC1=2.